From a dataset of Peptide-MHC class I binding affinity with 185,985 pairs from IEDB/IMGT. Regression. Given a peptide amino acid sequence and an MHC pseudo amino acid sequence, predict their binding affinity value. This is MHC class I binding data. (1) The peptide sequence is SSASDSDMEVF. The MHC is Mamu-A01 with pseudo-sequence Mamu-A01. The binding affinity (normalized) is 0. (2) The peptide sequence is GMFIIFIPI. The MHC is BoLA-HD6 with pseudo-sequence BoLA-HD6. The binding affinity (normalized) is 0.391. (3) The MHC is Mamu-B08 with pseudo-sequence Mamu-B08. The peptide sequence is KKKDKNKWRML. The binding affinity (normalized) is 0.0289. (4) The peptide sequence is KVVRFDKL. The MHC is H-2-Ld with pseudo-sequence H-2-Ld. The binding affinity (normalized) is 0.